Dataset: Forward reaction prediction with 1.9M reactions from USPTO patents (1976-2016). Task: Predict the product of the given reaction. (1) Given the reactants [F:1][C:2]1[CH:7]=[CH:6][C:5]([CH2:8][C:9](=O)[CH3:10])=[C:4]([N+:12]([O-])=O)[CH:3]=1.[C]=O, predict the reaction product. The product is: [F:1][C:2]1[CH:3]=[C:4]2[C:5]([CH:8]=[C:9]([CH3:10])[NH:12]2)=[CH:6][CH:7]=1. (2) Given the reactants [CH3:1][O:2][C:3](=[O:30])[NH:4][C@H:5]([C:9]([N:11]1[CH2:15][C@@H:14]([C:16]#[N:17])[CH2:13][C@H:12]1[C:18]1[NH:19][CH:20]=[C:21]([C:23]2[CH:28]=[CH:27][C:26](Br)=[CH:25][CH:24]=2)[N:22]=1)=[O:10])[CH:6]([CH3:8])[CH3:7].[B:31]1([B:31]2[O:35][C:34]([CH3:37])([CH3:36])[C:33]([CH3:39])([CH3:38])[O:32]2)[O:35][C:34]([CH3:37])([CH3:36])[C:33]([CH3:39])([CH3:38])[O:32]1.C([O-])(=O)C.[K+], predict the reaction product. The product is: [CH3:1][O:2][C:3](=[O:30])[NH:4][C@H:5]([C:9]([N:11]1[CH2:15][C@@H:14]([C:16]#[N:17])[CH2:13][C@H:12]1[C:18]1[NH:19][CH:20]=[C:21]([C:23]2[CH:28]=[CH:27][C:26]([B:31]3[O:35][C:34]([CH3:37])([CH3:36])[C:33]([CH3:39])([CH3:38])[O:32]3)=[CH:25][CH:24]=2)[N:22]=1)=[O:10])[CH:6]([CH3:8])[CH3:7].